Dataset: Catalyst prediction with 721,799 reactions and 888 catalyst types from USPTO. Task: Predict which catalyst facilitates the given reaction. (1) Reactant: [CH2:1]([O:8][C@@H:9]1[C@@H:14]([O:15][CH2:16][C:17]2[CH:22]=[CH:21][CH:20]=[CH:19][CH:18]=2)[C@H:13]([O:23][CH2:24][C:25]2[CH:30]=[CH:29][CH:28]=[CH:27][CH:26]=2)[C@@H:12]([CH2:31][O:32][CH2:33][C:34]2[CH:39]=[CH:38][CH:37]=[CH:36][CH:35]=2)[O:11][C@:10]1([C:41]1[CH:46]=[C:45]([CH2:47][C:48]2[CH:53]=[CH:52][C:51]([CH2:54][CH3:55])=[CH:50][CH:49]=2)[C:44]([Cl:56])=[CH:43][C:42]=1[CH:57]=[CH2:58])O)[C:2]1[CH:7]=[CH:6][CH:5]=[CH:4][CH:3]=1.C(O)(C(F)(F)F)=[O:60].O[Li].O. Product: [CH2:1]([O:8][C@@H:9]1[C@@H:14]([O:15][CH2:16][C:17]2[CH:22]=[CH:21][CH:20]=[CH:19][CH:18]=2)[C@H:13]([O:23][CH2:24][C:25]2[CH:26]=[CH:27][CH:28]=[CH:29][CH:30]=2)[C@@H:12]([CH2:31][O:32][CH2:33][C:34]2[CH:39]=[CH:38][CH:37]=[CH:36][CH:35]=2)[O:11][C@:10]21[C:41]1[C:42](=[CH:43][C:44]([Cl:56])=[C:45]([CH2:47][C:48]3[CH:49]=[CH:50][C:51]([CH2:54][CH3:55])=[CH:52][CH:53]=3)[CH:46]=1)[CH:57]([OH:60])[CH2:58]2)[C:2]1[CH:7]=[CH:6][CH:5]=[CH:4][CH:3]=1. The catalyst class is: 87. (2) Reactant: C(N(CC)CC)C.[C:8]([O:11][CH2:12][CH2:13][CH2:14][C:15]1[CH:16]=[C:17]2[C:21](=[CH:22][CH:23]=1)[N:20](C(OC(C)(C)C)=O)[CH:19]=[C:18]2[CH:31]=[O:32])(=[O:10])[CH3:9].[CH3:33][O:34][C:35]1[CH:36]=[C:37]([N:41]=[CH:42][C:43]2[CH:51]=[C:46]3[CH:47]=[CH:48][CH:49]=[CH:50][N:45]3[N:44]=2)[CH:38]=[N:39][CH:40]=1. Product: [C:8]([O:11][CH2:12][CH2:13][CH2:14][C:15]1[CH:16]=[C:17]2[C:21](=[CH:22][CH:23]=1)[NH:20][CH:19]=[C:18]2[C:31](=[O:32])[CH:42]([NH:41][C:37]1[CH:38]=[N:39][CH:40]=[C:35]([O:34][CH3:33])[CH:36]=1)[C:43]1[CH:51]=[C:46]2[CH:47]=[CH:48][CH:49]=[CH:50][N:45]2[N:44]=1)(=[O:10])[CH3:9]. The catalyst class is: 433. (3) Reactant: [H-].[Na+].CS([O:7][C@@H:8]1[CH2:12][CH2:11][N:10]([CH2:13][C:14]2[CH:19]=[CH:18][CH:17]=[CH:16][CH:15]=2)[CH2:9]1)(=O)=O.S([O-])(=O)(=O)C.C1(C)C=CC=CC=1.[CH3:32][O:33][C:34]1[CH:42]=[CH:41][C:40]2[CH2:39][CH2:38][CH2:37][C:36]=2[C:35]=1O. Product: [CH3:32][O:33][C:34]1[C:35]([O:7][C@H:8]2[CH2:12][CH2:11][N:10]([CH2:13][C:14]3[CH:19]=[CH:18][CH:17]=[CH:16][CH:15]=3)[CH2:9]2)=[C:36]2[C:40](=[CH:41][CH:42]=1)[CH2:39][CH2:38][CH2:37]2. The catalyst class is: 9. (4) Reactant: [CH3:1][N:2]([CH3:24])[N:3]1[CH2:23][CH2:22][C:6]2([NH:10][C:9](=[O:11])[CH:8]([C:12]3[C:17]([CH3:18])=[CH:16][C:15]([CH3:19])=[CH:14][C:13]=3[CH3:20])[C:7]2=[O:21])[CH2:5][CH2:4]1.C(N(CC)CC)C.Cl[C:33]([O:35][CH2:36][CH3:37])=[O:34].O. Product: [CH2:36]([O:35][C:33](=[O:34])[O:21][C:7]1[C:6]2([CH2:5][CH2:4][N:3]([N:2]([CH3:1])[CH3:24])[CH2:23][CH2:22]2)[NH:10][C:9](=[O:11])[C:8]=1[C:12]1[C:13]([CH3:20])=[CH:14][C:15]([CH3:19])=[CH:16][C:17]=1[CH3:18])[CH3:37]. The catalyst class is: 7. (5) Reactant: [O:1]1[C:5]2[CH:6]=[CH:7][C:8]([CH2:10][C:11](N(OC)C)=[O:12])=[CH:9][C:4]=2[O:3][CH2:2]1.[CH3:17][Mg]Br. Product: [O:1]1[C:5]2[CH:6]=[CH:7][C:8]([CH2:10][C:11](=[O:12])[CH3:17])=[CH:9][C:4]=2[O:3][CH2:2]1. The catalyst class is: 1. (6) Reactant: [F:1][C:2]1[CH:8]=[CH:7][C:5]([NH2:6])=[C:4]([CH3:9])[CH:3]=1.[N:10]([O-])=O.[Na+].Cl[Sn]Cl. Product: [F:1][C:2]1[CH:8]=[CH:7][C:5]([NH:6][NH2:10])=[C:4]([CH3:9])[CH:3]=1. The catalyst class is: 33.